Dataset: Catalyst prediction with 721,799 reactions and 888 catalyst types from USPTO. Task: Predict which catalyst facilitates the given reaction. (1) Reactant: O1CCCC1.P(Br)(Br)[Br:7].CC1C=CC(S(O[C:21]2[CH2:25][CH:24]([C:26](=[O:43])[NH:27][C:28]3[CH:33]=[CH:32][C:31]([Cl:34])=[CH:30][C:29]=3[C:35](=[O:42])[NH:36][CH:37]([CH:39]3[CH2:41][CH2:40]3)[CH3:38])[N:23]([C:44]3[C:49]([Cl:50])=[CH:48][CH:47]=[CH:46][N:45]=3)[N:22]=2)(=O)=O)=CC=1. Product: [Br:7][C:21]1[CH2:25][CH:24]([C:26]([NH:27][C:28]2[CH:33]=[CH:32][C:31]([Cl:34])=[CH:30][C:29]=2[C:35](=[O:42])[NH:36][CH:37]([CH:39]2[CH2:41][CH2:40]2)[CH3:38])=[O:43])[N:23]([C:44]2[C:49]([Cl:50])=[CH:48][CH:47]=[CH:46][N:45]=2)[N:22]=1. The catalyst class is: 6. (2) Reactant: Br[C:2]1[S:3][CH:4]=[CH:5][C:6]=1[CH2:7][C:8]([O:10][CH2:11][CH3:12])=[O:9]. Product: [CH2:11]([O:10][C:8](=[O:9])[CH2:7][C:6]1[CH:5]=[CH:4][S:3][C:2]=1[C:2]1[S:3][CH:4]=[CH:5][CH:6]=1)[CH3:12]. The catalyst class is: 516. (3) Reactant: [N+:1]([C:4]1[CH:9]=[CH:8][C:7]([C:10]([CH:12]([C:14]2[CH:19]=[CH:18][CH:17]=[CH:16]C=2)O)=[O:11])=[CH:6][CH:5]=1)([O-:3])=[O:2]. Product: [OH:11][CH:10]([C:7]1[CH:6]=[CH:5][C:4]([N+:1]([O-:3])=[O:2])=[CH:9][CH:8]=1)[C:12]1[CH:14]=[CH:19][CH:18]=[CH:17][CH:16]=1. The catalyst class is: 5.